This data is from Reaction yield outcomes from USPTO patents with 853,638 reactions. The task is: Predict the reaction yield, written as a fraction of the theoretical maximum amount of product (1.0 means a 100% yield; for example, 0.34 means a 34% yield). The reactants are [Cl:1][C:2]1[N:7]=[C:6]([NH2:8])[CH:5]=[C:4]([Cl:9])[N:3]=1.[C:10]([O:14][C:15](O[C:15]([O:14][C:10]([CH3:13])([CH3:12])[CH3:11])=[O:16])=[O:16])([CH3:13])([CH3:12])[CH3:11]. The catalyst is CN(C1C=CN=CC=1)C.ClCCl. The product is [Cl:1][C:2]1[N:7]=[C:6]([N:8]([C:15]([O:14][C:10]([CH3:13])([CH3:12])[CH3:11])=[O:16])[C:15]([O:14][C:10]([CH3:13])([CH3:12])[CH3:11])=[O:16])[CH:5]=[C:4]([Cl:9])[N:3]=1. The yield is 0.900.